Dataset: Reaction yield outcomes from USPTO patents with 853,638 reactions. Task: Predict the reaction yield, written as a fraction of the theoretical maximum amount of product (1.0 means a 100% yield; for example, 0.34 means a 34% yield). (1) The reactants are [Cl:1][C:2]1[CH:7]=[C:6]([I:8])[C:5]([O:9]COC)=[CH:4][N:3]=1.C(=O)(O)[O-].[Na+]. The catalyst is C1COCC1.Cl. The product is [Cl:1][C:2]1[N:3]=[CH:4][C:5]([OH:9])=[C:6]([I:8])[CH:7]=1. The yield is 0.930. (2) The reactants are [F:1][C:2]1[CH:22]=[C:21]([N+:23]([O-:25])=[O:24])[CH:20]=[CH:19][C:3]=1[O:4][C:5]1[CH:10]=[CH:9][N:8]=[C:7]2[CH:11]=[C:12]([C:14]3[N:15]=[CH:16][NH:17][CH:18]=3)[S:13][C:6]=12.[H-].[Na+].Br[CH2:29][CH2:30][O:31][CH3:32]. The catalyst is CN(C=O)C. The product is [F:1][C:2]1[CH:22]=[C:21]([N+:23]([O-:25])=[O:24])[CH:20]=[CH:19][C:3]=1[O:4][C:5]1[CH:10]=[CH:9][N:8]=[C:7]2[CH:11]=[C:12]([C:14]3[N:15]=[CH:16][N:17]([CH2:29][CH2:30][O:31][CH3:32])[CH:18]=3)[S:13][C:6]=12. The yield is 0.360.